Dataset: Reaction yield outcomes from USPTO patents with 853,638 reactions. Task: Predict the reaction yield, written as a fraction of the theoretical maximum amount of product (1.0 means a 100% yield; for example, 0.34 means a 34% yield). (1) The reactants are [H-].[Na+].[Br:3][C:4]1[CH:12]=[C:11]2[C:7]([C:8]3[CH2:16][CH2:15][N:14]([C:17]([O:19][C:20]([CH3:23])([CH3:22])[CH3:21])=[O:18])[CH2:13][C:9]=3[NH:10]2)=[CH:6][C:5]=1[F:24].[CH3:25]I. The catalyst is CN(C=O)C. The product is [Br:3][C:4]1[CH:12]=[C:11]2[C:7]([C:8]3[CH2:16][CH2:15][N:14]([C:17]([O:19][C:20]([CH3:21])([CH3:23])[CH3:22])=[O:18])[CH2:13][C:9]=3[N:10]2[CH3:25])=[CH:6][C:5]=1[F:24]. The yield is 0.910. (2) The catalyst is CO. The product is [CH2:1]([O:3][C:4]([C:5]1[C:6]2[N:15]=[C:25]([NH2:26])[NH:14][C:7]=2[CH:8]=[C:9]([S:11][CH2:12][CH3:13])[CH:10]=1)=[O:16])[CH3:2]. The yield is 0.900. The reactants are [CH2:1]([O:3][C:4](=[O:16])[C:5]1[CH:10]=[C:9]([S:11][CH2:12][CH3:13])[CH:8]=[C:7]([NH2:14])[C:6]=1[NH2:15])[CH3:2].COC(C1C2N=C(N)[NH:26][C:25]=2C=CC=1)=O.BrC#N. (3) The reactants are [NH2:1][C:2]1[C:3]([C:25]([NH:27][CH3:28])=[O:26])=[N:4][C:5]([C:8]2[C:9]([CH3:24])=[N:10][N:11]([CH2:13][CH2:14][CH2:15][O:16]CC3C=CC=CC=3)[CH:12]=2)=[CH:6][CH:7]=1. The catalyst is CCO.[Pd]. The product is [NH2:1][C:2]1[C:3]([C:25]([NH:27][CH3:28])=[O:26])=[N:4][C:5]([C:8]2[C:9]([CH3:24])=[N:10][N:11]([CH2:13][CH2:14][CH2:15][OH:16])[CH:12]=2)=[CH:6][CH:7]=1. The yield is 0.700. (4) The reactants are [CH:1]1([O:4][C:5]2[CH:6]=[C:7]([C:15]3[NH:32][C:18]4[CH:19]=[N:20][N:21](COCC[Si](C)(C)C)[C:22](=[O:23])[C:17]=4[C:16]=3[CH2:33][O:34][CH:35]([CH3:37])[CH3:36])[CH:8]=[CH:9][C:10]=2[O:11][CH:12]([F:14])[F:13])[CH2:3][CH2:2]1.C1(OCC2C3C(=O)N(COCC[Si](C)(C)C)N=CC=3NC=2C2C=CC(OC(F)F)=C(OC3CC3)C=2)CCC1. No catalyst specified. The product is [CH:1]1([O:4][C:5]2[CH:6]=[C:7]([C:15]3[NH:32][C:18]4[CH:19]=[N:20][NH:21][C:22](=[O:23])[C:17]=4[C:16]=3[CH2:33][O:34][CH:35]([CH3:37])[CH3:36])[CH:8]=[CH:9][C:10]=2[O:11][CH:12]([F:13])[F:14])[CH2:2][CH2:3]1. The yield is 0.670. (5) The reactants are [F:1][C:2]1[C:3]([CH3:25])=[C:4]([C:8]2([C:21]([O:23][CH3:24])=[O:22])[CH2:12][CH2:11][C:10](OS(C(F)(F)F)(=O)=O)=[CH:9]2)[CH:5]=[CH:6][CH:7]=1.[F:26][C:27]1[CH:28]=[N:29][CH:30]=[C:31](B(O)O)[CH:32]=1.[F-].[Cs+].COCCOC. The catalyst is C1C=CC([P]([Pd]([P](C2C=CC=CC=2)(C2C=CC=CC=2)C2C=CC=CC=2)([P](C2C=CC=CC=2)(C2C=CC=CC=2)C2C=CC=CC=2)[P](C2C=CC=CC=2)(C2C=CC=CC=2)C2C=CC=CC=2)(C2C=CC=CC=2)C2C=CC=CC=2)=CC=1.CO. The product is [F:1][C:2]1[C:3]([CH3:25])=[C:4]([C:8]2([C:21]([O:23][CH3:24])=[O:22])[CH2:12][CH2:11][C:10]([C:31]3[CH:30]=[N:29][CH:28]=[C:27]([F:26])[CH:32]=3)=[CH:9]2)[CH:5]=[CH:6][CH:7]=1. The yield is 0.870.